This data is from Catalyst prediction with 721,799 reactions and 888 catalyst types from USPTO. The task is: Predict which catalyst facilitates the given reaction. (1) Reactant: [CH:1]([O:4][C:5](=[O:14])[C:6]1[CH:11]=[C:10]([Cl:12])[C:9](Cl)=[N:8][CH:7]=1)([CH3:3])[CH3:2].[CH2:15]([NH:17][CH3:18])[CH3:16]. Product: [CH:1]([O:4][C:5](=[O:14])[C:6]1[CH:11]=[C:10]([Cl:12])[C:9]([N:17]([CH2:15][CH3:16])[CH3:18])=[N:8][CH:7]=1)([CH3:3])[CH3:2]. The catalyst class is: 425. (2) Reactant: [N+:1]([C:4]1[CH:5]=[C:6]2[C:10](=[CH:11][CH:12]=1)[NH:9][N:8]=[CH:7]2)([O-:3])=[O:2].C(=O)([O-])[O-].[Cs+].[Cs+].[F:19][C:20]1[CH:21]=[C:22]([CH:25]=[CH:26][CH:27]=1)[CH2:23]Br.[N+](C1C2C(=CC=CC=2)NN=1)([O-])=O. Product: [N+:1]([C:4]1[CH:5]=[C:6]2[C:10](=[CH:11][CH:12]=1)[N:9]([CH2:23][C:22]1[CH:25]=[CH:26][CH:27]=[C:20]([F:19])[CH:21]=1)[N:8]=[CH:7]2)([O-:3])=[O:2]. The catalyst class is: 3. (3) Reactant: C(OC([N:8]1[CH2:15][CH:14]2[N:16]([C:17](=[O:34])/[CH:18]=[CH:19]/[C:20]3[CH:25]=[CH:24][C:23]([Cl:26])=[CH:22][C:21]=3[NH:27][C:28](=[O:33])[CH2:29][N:30]([CH3:32])[CH3:31])[CH:10]([CH2:11][N:12]([CH2:35][C:36]3[CH:41]=[CH:40][C:39]([F:42])=[CH:38][CH:37]=3)[CH2:13]2)[CH2:9]1)=O)(C)(C)C.C([O-])([O-])=O.[Na+].[Na+]. Product: [Cl:26][C:23]1[CH:24]=[CH:25][C:20](/[CH:19]=[CH:18]/[C:17]([N:16]2[CH:10]3[CH2:9][NH:8][CH2:15][CH:14]2[CH2:13][N:12]([CH2:35][C:36]2[CH:37]=[CH:38][C:39]([F:42])=[CH:40][CH:41]=2)[CH2:11]3)=[O:34])=[C:21]([NH:27][C:28](=[O:33])[CH2:29][N:30]([CH3:31])[CH3:32])[CH:22]=1. The catalyst class is: 157. (4) Reactant: [CH3:1][O:2][C:3]1[CH:12]=[C:11]2[C:6]([CH:7]=[CH:8][C:9]([OH:13])=[CH:10]2)=[CH:5][CH:4]=1.C(N(C(C)C)CC)(C)C.[F:23][C:24]([F:39])([S:35](F)(=[O:37])=[O:36])[C:25]([F:34])([F:33])[C:26]([F:32])([F:31])[C:27]([F:30])([F:29])[F:28]. Product: [F:39][C:24]([F:23])([S:35]([O:13][C:9]1[CH:8]=[CH:7][C:6]2[C:11](=[CH:12][C:3]([O:2][CH3:1])=[CH:4][CH:5]=2)[CH:10]=1)(=[O:37])=[O:36])[C:25]([F:33])([F:34])[C:26]([F:32])([F:31])[C:27]([F:30])([F:29])[F:28]. The catalyst class is: 119.